Dataset: Reaction yield outcomes from USPTO patents with 853,638 reactions. Task: Predict the reaction yield, written as a fraction of the theoretical maximum amount of product (1.0 means a 100% yield; for example, 0.34 means a 34% yield). (1) The reactants are [CH2:1]([N:3]([CH2:19][CH3:20])[CH2:4][CH2:5][N:6]1[CH2:11][CH2:10][C:9]2[NH:12][C:13]([CH:16]=O)=[C:14]([CH3:15])[C:8]=2[C:7]1=[O:18])[CH3:2].[NH:21]1[CH2:26][CH2:25][CH:24]([C:27]2[CH:35]=[CH:34][CH:33]=[C:32]3[C:28]=2[CH2:29][C:30](=[O:36])[NH:31]3)[CH2:23][CH2:22]1. No catalyst specified. The product is [CH2:1]([N:3]([CH2:19][CH3:20])[CH2:4][CH2:5][N:6]1[CH2:11][CH2:10][C:9]2[NH:12][C:13]([CH:16]=[C:29]3[C:28]4[C:32](=[CH:33][CH:34]=[CH:35][C:27]=4[CH:24]4[CH2:23][CH2:22][NH:21][CH2:26][CH2:25]4)[NH:31][C:30]3=[O:36])=[C:14]([CH3:15])[C:8]=2[C:7]1=[O:18])[CH3:2]. The yield is 0.260. (2) The reactants are C(OC([N:8]1[CH2:13][CH2:12][CH:11]([C:14]2[CH:19]=[CH:18][C:17]([NH:20][C:21]([C:23]3[N:24](COCC[Si](C)(C)C)[CH:25]=[C:26]([C:28]#[N:29])[N:27]=3)=[O:22])=[C:16]([C:38]3[CH2:44][CH2:43][CH2:42][CH2:41][CH2:40][CH:39]=3)[CH:15]=2)[CH2:10][CH2:9]1)=O)(C)(C)C.CO.C(O)(C(F)(F)F)=O. The catalyst is C(Cl)Cl. The product is [C:38]1([C:16]2[CH:15]=[C:14]([CH:11]3[CH2:12][CH2:13][NH:8][CH2:9][CH2:10]3)[CH:19]=[CH:18][C:17]=2[NH:20][C:21]([C:23]2[NH:24][CH:25]=[C:26]([C:28]#[N:29])[N:27]=2)=[O:22])[CH2:44][CH2:43][CH2:42][CH2:41][CH2:40][CH:39]=1. The yield is 1.00. (3) The reactants are [CH2:1]([NH:8][C:9]([C:11]1[CH:12]=[CH:13][C:14]([NH:17][N:18]=[CH:19][CH:20]([C:26]2[CH:31]=[CH:30][C:29]([C:32]#[N:33])=[CH:28][CH:27]=2)[C:21](OCC)=[O:22])=[N:15][CH:16]=1)=[O:10])[C:2]1[CH:7]=[CH:6][CH:5]=[CH:4][CH:3]=1.C(=O)([O-])[O-].[K+].[K+]. The catalyst is C(O)C. The product is [CH2:1]([NH:8][C:9](=[O:10])[C:11]1[CH:12]=[CH:13][C:14]([N:17]2[C:21]([OH:22])=[C:20]([C:26]3[CH:31]=[CH:30][C:29]([C:32]#[N:33])=[CH:28][CH:27]=3)[CH:19]=[N:18]2)=[N:15][CH:16]=1)[C:2]1[CH:7]=[CH:6][CH:5]=[CH:4][CH:3]=1. The yield is 0.0600. (4) The reactants are [CH3:1][C:2]([OH:17])([CH3:16])[CH2:3][O:4][C:5]1([CH3:15])[CH2:14][CH2:13][C:8]2(OCC[O:9]2)[CH2:7][CH2:6]1.Cl.CC(C)=O. The catalyst is O. The product is [OH:17][C:2]([CH3:16])([CH3:1])[CH2:3][O:4][C:5]1([CH3:15])[CH2:14][CH2:13][C:8](=[O:9])[CH2:7][CH2:6]1. The yield is 0.710. (5) The reactants are Br[C:2]1[CH:3]=[CH:4][C:5]([CH:8]=[O:9])=[N:6][CH:7]=1.[Si:10]([C:14]#[CH:15])([CH3:13])([CH3:12])[CH3:11].C(N(CC)CC)C.C(OCC)(=O)C. The catalyst is C1COCC1.[Cu](I)I.Cl[Pd](Cl)([P](C1C=CC=CC=1)(C1C=CC=CC=1)C1C=CC=CC=1)[P](C1C=CC=CC=1)(C1C=CC=CC=1)C1C=CC=CC=1.C1(P(C2C=CC=CC=2)C2C=CC=CC=2)C=CC=CC=1. The product is [CH3:11][Si:10]([C:14]#[C:15][C:2]1[CH:3]=[CH:4][C:5]([CH:8]=[O:9])=[N:6][CH:7]=1)([CH3:13])[CH3:12]. The yield is 0.950. (6) The reactants are [OH:1][CH2:2][C@H:3]1[CH2:7][C@@H:6]([NH:8][C:9]2[CH:14]=[C:13]([NH:15][C:16]3[C:25]4[CH2:24][CH2:23][CH2:22][CH2:21][C:20]=4[CH:19]=[CH:18][CH:17]=3)[N:12]=[CH:11][N:10]=2)[C@H:5]([OH:26])[C@@H:4]1[OH:27].CO[C:30](OC)([CH3:32])[CH3:31].C1(C)C=CC(S([O-])(=O)=O)=CC=1.[NH+]1C=CC=CC=1. The catalyst is CC(C)=O. The product is [CH3:31][C:30]1([CH3:32])[O:26][C@H:5]2[C@H:6]([NH:8][C:9]3[CH:14]=[C:13]([NH:15][C:16]4[C:25]5[CH2:24][CH2:23][CH2:22][CH2:21][C:20]=5[CH:19]=[CH:18][CH:17]=4)[N:12]=[CH:11][N:10]=3)[CH2:7][C@H:3]([CH2:2][OH:1])[C@H:4]2[O:27]1. The yield is 0.850. (7) The reactants are [CH2:1]([O:4][N:5]([C@H:18]1[CH2:23][N:22]([C:24]([O:26][C:27]([CH3:30])([CH3:29])[CH3:28])=[O:25])[C@H:21]([C:31]([OH:33])=[O:32])[CH:20]=[C:19]1[CH3:34])[S:6]([C:9]1[CH:14]=[CH:13][CH:12]=[CH:11][C:10]=1[N+:15]([O-:17])=[O:16])(=[O:8])=[O:7])[CH:2]=[CH2:3].[C:35](=O)([O-])[O-].[K+].[K+].CI. The catalyst is CN(C=O)C.C(OCC)(=O)C. The product is [CH2:1]([O:4][N:5]([C@H:18]1[CH2:23][N:22]([C:24]([O:26][C:27]([CH3:28])([CH3:29])[CH3:30])=[O:25])[C@H:21]([C:31]([O:33][CH3:35])=[O:32])[CH:20]=[C:19]1[CH3:34])[S:6]([C:9]1[CH:14]=[CH:13][CH:12]=[CH:11][C:10]=1[N+:15]([O-:17])=[O:16])(=[O:7])=[O:8])[CH:2]=[CH2:3]. The yield is 0.668.